Dataset: Peptide-MHC class II binding affinity with 134,281 pairs from IEDB. Task: Regression. Given a peptide amino acid sequence and an MHC pseudo amino acid sequence, predict their binding affinity value. This is MHC class II binding data. (1) The peptide sequence is AAFNNAIKAGTGGAY. The MHC is DRB1_0401 with pseudo-sequence DRB1_0401. The binding affinity (normalized) is 0.360. (2) The peptide sequence is DCRTAFKPVLVDEGR. The MHC is DRB1_1301 with pseudo-sequence DRB1_1301. The binding affinity (normalized) is 0.442. (3) The peptide sequence is EKALWIIFSQNMNIK. The MHC is HLA-DPA10201-DPB10501 with pseudo-sequence HLA-DPA10201-DPB10501. The binding affinity (normalized) is 0.349. (4) The peptide sequence is ATVATAPEVKYTVFE. The MHC is DRB1_0901 with pseudo-sequence DRB1_0901. The binding affinity (normalized) is 0.245. (5) The peptide sequence is NVKYLVIVFLIFFDL. The MHC is DRB1_1201 with pseudo-sequence DRB1_1201. The binding affinity (normalized) is 0.